From a dataset of Drug-target binding data from BindingDB using Ki measurements. Regression. Given a target protein amino acid sequence and a drug SMILES string, predict the binding affinity score between them. We predict pKi (pKi = -log10(Ki in M); higher means stronger inhibition). Dataset: bindingdb_ki. (1) The small molecule is O=S(=O)(NC1CCN(CCOc2ccccc2-c2ccccc2)C1)c1cc(F)ccc1F. The target protein (P50406) has sequence MVPEPGPTANSTPAWGAGPPSAPGGSGWVAAALCVVIALTAAANSLLIALICTQPALRNTSNFFLVSLFTSDLMVGLVVMPPAMLNALYGRWVLARGLCLLWTAFDVMCCSASILNLCLISLDRYLLILSPLRYKLRMTPLRALALVLGAWSLAALASFLPLLLGWHELGHARPPVPGQCRLLASLPFVLVASGLTFFLPSGAICFTYCRILLAARKQAVQVASLTTGMASQASETLQVPRTPRPGVESADSRRLATKHSRKALKASLTLGILLGMFFVTWLPFFVANIVQAVCDCISPGLFDVLTWLGYCNSTMNPIIYPLFMRDFKRALGRFLPCPRCPRERQASLASPSLRTSHSGPRPGLSLQQVLPLPLPPDSDSDSDAGSGGSSGLRLTAQLLLPGEATQDPPLPTRAAAAVNFFNIDPAEPELRPHPLGIPTN. The pKi is 6.3. (2) The compound is CC1(C)[C@H]2C[C@H](C/C=C\CCCC(=O)O)[C@@H](NC(=O)c3csc4ccc(O)cc34)[C@@H]1C2. The target protein (P41222) has sequence MATHHTLWMGLALLGVLGDLQAAPEAQVSVQPNFQQDKFLGRWFSAGLASNSSWLREKKAALSMCKSVVAPATDGGLNLTSTFLRKNQCETRTMLLQPAGSLGSYSYRSPHWGSTYSVSVVETDYDQYALLYSQGSKGPGEDFRMATLYSRTQTPRAELKEKFTAFCKAQGFTEDTIVFLPQTDKCMTEQ. The pKi is 8.8.